Task: Predict which catalyst facilitates the given reaction.. Dataset: Catalyst prediction with 721,799 reactions and 888 catalyst types from USPTO (1) The catalyst class is: 1. Reactant: [CH2:1]([CH:8]([C:17](=[O:36])/[CH:18]=[CH:19]/[C:20]1[CH:25]=[CH:24][C:23]([O:26][Si](C(C)(C)C)(C)C)=[C:22]([O:34][CH3:35])[CH:21]=1)[C:9]([C:11]1[CH:16]=[CH:15][CH:14]=[CH:13][CH:12]=1)=[O:10])[C:2]1[CH:7]=[CH:6][CH:5]=[CH:4][CH:3]=1.CCCC[N+](CCCC)(CCCC)CCCC.[F-]. Product: [CH2:1]([CH:8]([C:17](=[O:36])/[CH:18]=[CH:19]/[C:20]1[CH:25]=[CH:24][C:23]([OH:26])=[C:22]([O:34][CH3:35])[CH:21]=1)[C:9]([C:11]1[CH:16]=[CH:15][CH:14]=[CH:13][CH:12]=1)=[O:10])[C:2]1[CH:7]=[CH:6][CH:5]=[CH:4][CH:3]=1. (2) The catalyst class is: 17. Product: [C:32]([N:30]1[C:11]([CH2:12][CH2:13][CH2:14][OH:15])([C:22]2[CH:23]=[CH:24][CH:25]=[CH:26][CH:27]=2)[CH2:10][C:9]([C:3]2[CH:4]=[C:5]([F:8])[CH:6]=[CH:7][C:2]=2[F:1])=[N:31]1)(=[O:34])[CH3:33]. Reactant: [F:1][C:2]1[CH:7]=[CH:6][C:5]([F:8])=[CH:4][C:3]=1[C:9](=O)[CH:10]=[C:11]([C:22]1[CH:27]=[CH:26][CH:25]=[CH:24][CH:23]=1)[CH2:12][CH2:13][CH2:14][O:15]C1CCCCO1.O.[NH2:30][NH2:31].[C:32](Cl)(=[O:34])[CH3:33].O.C1(C)C=CC(S(O)(=O)=O)=CC=1. (3) The catalyst class is: 20. Product: [O:1]1[CH2:5][CH2:4][O:3][CH:2]1[CH2:6][CH2:7][N:8]([CH2:12][CH2:13][OH:14])[C:9](=[O:11])[CH3:10]. Reactant: [O:1]1[CH2:5][CH2:4][O:3][CH:2]1[CH2:6][CH2:7][N:8]([CH2:12][CH2:13][O:14][Si](C(C)(C)C)(C)C)[C:9](=[O:11])[CH3:10].[F-].C([N+](CCCC)(CCCC)CCCC)CCC. (4) Reactant: [Cl:1][C:2]1[CH:23]=[CH:22][C:5]([O:6][C:7]2[CH:12]=[CH:11][C:10]([C:13]3[N:18]=[C:17]([C:19](O)=[O:20])[CH:16]=[CH:15][N:14]=3)=[CH:9][CH:8]=2)=[C:4]([F:24])[CH:3]=1.C(C1NC=CN=1)(C1[NH:28]C=CN=1)=O.C([O-])(=O)C.[NH4+]. Product: [Cl:1][C:2]1[CH:23]=[CH:22][C:5]([O:6][C:7]2[CH:8]=[CH:9][C:10]([C:13]3[N:18]=[C:17]([C:19]([NH2:28])=[O:20])[CH:16]=[CH:15][N:14]=3)=[CH:11][CH:12]=2)=[C:4]([F:24])[CH:3]=1. The catalyst class is: 39.